Dataset: Forward reaction prediction with 1.9M reactions from USPTO patents (1976-2016). Task: Predict the product of the given reaction. Given the reactants [CH3:1][N:2]1[CH2:7][CH2:6][CH:5]([C:8]2[CH:13]=[CH:12][CH:11]=[C:10]([C:14]([N:16]3[CH2:21][CH2:20][CH:19]([O:22][C:23]4[CH:28]=[CH:27][CH:26]=[CH:25][C:24]=4[CH3:29])[CH2:18][CH2:17]3)=[O:15])[N:9]=2)[CH2:4][CH2:3]1.[ClH:30], predict the reaction product. The product is: [ClH:30].[CH3:1][N:2]1[CH2:7][CH2:6][CH:5]([C:8]2[CH:13]=[CH:12][CH:11]=[C:10]([C:14]([N:16]3[CH2:17][CH2:18][CH:19]([O:22][C:23]4[CH:28]=[CH:27][CH:26]=[CH:25][C:24]=4[CH3:29])[CH2:20][CH2:21]3)=[O:15])[N:9]=2)[CH2:4][CH2:3]1.